This data is from Reaction yield outcomes from USPTO patents with 853,638 reactions. The task is: Predict the reaction yield, written as a fraction of the theoretical maximum amount of product (1.0 means a 100% yield; for example, 0.34 means a 34% yield). (1) The reactants are [C:1]([O:5][C:6](=[O:22])[NH:7][CH2:8][CH2:9][C:10](=[C:12]1C(=O)O[C:15](C)([CH3:19])[O:14][C:13]1=[O:21])[OH:11])([CH3:4])([CH3:3])[CH3:2]. The catalyst is C(O)C. The product is [CH2:15]([O:14][C:13](=[O:21])[CH2:12][C:10](=[O:11])[CH2:9][CH2:8][NH:7][C:6]([O:5][C:1]([CH3:3])([CH3:2])[CH3:4])=[O:22])[CH3:19]. The yield is 0.870. (2) The reactants are [F:1][C:2]1[CH:7]=[C:6]([F:8])[CH:5]=[CH:4][C:3]=1[N:9]1[C:13]([C:14]2[S:23][C:22]3[C:21]4[N:24]=[C:25]([C:28]5[CH:29]=[N:30][C:31](F)=[CH:32][CH:33]=5)[CH:26]=[CH:27][C:20]=4[O:19][CH2:18][CH2:17][C:16]=3[CH:15]=2)=[N:12][CH:11]=[N:10]1.[NH:35]1[CH2:39][CH2:38][CH2:37][CH2:36]1.CCN(C(C)C)C(C)C. The catalyst is CN1C(=O)CCC1. The product is [F:1][C:2]1[CH:7]=[C:6]([F:8])[CH:5]=[CH:4][C:3]=1[N:9]1[C:13]([C:14]2[S:23][C:22]3[C:21]4[N:24]=[C:25]([C:28]5[CH:29]=[N:30][C:31]([N:35]6[CH2:39][CH2:38][CH2:37][CH2:36]6)=[CH:32][CH:33]=5)[CH:26]=[CH:27][C:20]=4[O:19][CH2:18][CH2:17][C:16]=3[CH:15]=2)=[N:12][CH:11]=[N:10]1. The yield is 0.0590.